This data is from Forward reaction prediction with 1.9M reactions from USPTO patents (1976-2016). The task is: Predict the product of the given reaction. (1) Given the reactants [CH2:1]([C:3]1[CH:4]=[N:5][C:6]([N:9]2[CH2:14][CH2:13][CH:12]([CH2:15][CH2:16][CH2:17][OH:18])[CH2:11][CH2:10]2)=[N:7][CH:8]=1)[CH3:2].[CH3:19][S:20](Cl)(=[O:22])=[O:21], predict the reaction product. The product is: [CH2:1]([C:3]1[CH:4]=[N:5][C:6]([N:9]2[CH2:14][CH2:13][CH:12]([CH2:15][CH2:16][CH2:17][O:18][S:20]([CH3:19])(=[O:22])=[O:21])[CH2:11][CH2:10]2)=[N:7][CH:8]=1)[CH3:2]. (2) Given the reactants [CH3:1][N:2]1[C:6]([CH3:13])([CH:7]2[CH2:11][CH2:10][CH2:9][CH:8]2[CH3:12])[C:5](=[O:14])[NH:4][C:3]1=[O:15].Br[CH2:17][C:18]([C:20]1[CH:25]=[CH:24][CH:23]=[C:22]([OH:26])[CH:21]=1)=[O:19], predict the reaction product. The product is: [OH:26][C:22]1[CH:21]=[C:20]([C:18](=[O:19])[CH2:17][N:4]2[C:5](=[O:14])[C:6]([CH3:13])([CH:7]3[CH2:11][CH2:10][CH2:9][CH:8]3[CH3:12])[N:2]([CH3:1])[C:3]2=[O:15])[CH:25]=[CH:24][CH:23]=1. (3) Given the reactants Cl[C:2]([O:4][CH2:5][CH3:6])=[O:3].Cl.[CH3:8][O:9][C:10]1[CH:11]=[C:12]2[C:15](=[CH:16][C:17]=1[O:18][CH3:19])[CH:14]([NH2:20])[CH2:13]2, predict the reaction product. The product is: [CH3:8][O:9][C:10]1[CH:11]=[C:12]2[C:15](=[CH:16][C:17]=1[O:18][CH3:19])[CH:14]([NH:20][C:2](=[O:3])[O:4][CH2:5][CH3:6])[CH2:13]2. (4) Given the reactants [CH:1]1([NH2:7])[CH2:6][CH2:5][CH2:4][CH2:3][CH2:2]1.C(N(CC)CC)C.[Cl-].ClC1N(C)CC[NH+]1C.[CH3:24][O:25][C:26]1[C:27](=[O:50])[C:28]([CH3:49])=[C:29]([CH2:35][C:36]2[CH:37]=[CH:38][C:39]([O:45][C:46](=[O:48])[CH3:47])=[C:40]([CH:44]=2)[C:41](O)=[O:42])[C:30](=[O:34])[C:31]=1[O:32][CH3:33], predict the reaction product. The product is: [CH:1]1([NH:7][C:41](=[O:42])[C:40]2[CH:44]=[C:36]([CH2:35][C:29]3[C:30](=[O:34])[C:31]([O:32][CH3:33])=[C:26]([O:25][CH3:24])[C:27](=[O:50])[C:28]=3[CH3:49])[CH:37]=[CH:38][C:39]=2[O:45][C:46](=[O:48])[CH3:47])[CH2:6][CH2:5][CH2:4][CH2:3][CH2:2]1. (5) Given the reactants NC1C(NC2C=CC=C(O)C=2)=NC(NC2C=CC=C(O)C=2)=NC=1C(OCC)=O.[CH2:29]([O:31][C:32]([C:34]1[N:39]=[C:38]([NH:40][C:41]2[CH:46]=[CH:45][C:44]3[O:47][CH2:48][CH2:49][O:50][C:43]=3[CH:42]=2)[N:37]=[C:36]([NH:51][C:52]2[CH:57]=[CH:56][C:55]3[O:58][CH2:59][CH2:60][O:61][C:54]=3[CH:53]=2)[C:35]=1[N+:62]([O-])=O)=[O:33])[CH3:30].[H][H], predict the reaction product. The product is: [NH2:62][C:35]1[C:36]([NH:51][C:52]2[CH:57]=[CH:56][C:55]3[O:58][CH2:59][CH2:60][O:61][C:54]=3[CH:53]=2)=[N:37][C:38]([NH:40][C:41]2[CH:46]=[CH:45][C:44]3[O:47][CH2:48][CH2:49][O:50][C:43]=3[CH:42]=2)=[N:39][C:34]=1[C:32]([O:31][CH2:29][CH3:30])=[O:33].